From a dataset of Reaction yield outcomes from USPTO patents with 853,638 reactions. Predict the reaction yield, written as a fraction of the theoretical maximum amount of product (1.0 means a 100% yield; for example, 0.34 means a 34% yield). (1) The reactants are [C:1]([C:3]1[CH:12]=[CH:11][C:6]([C:7](OC)=[O:8])=[CH:5][C:4]=1[N+:13]([O-:15])=[O:14])#[N:2].[NH3:16]. The catalyst is CO. The product is [C:1]([C:3]1[CH:12]=[CH:11][C:6]([C:7]([NH2:16])=[O:8])=[CH:5][C:4]=1[N+:13]([O-:15])=[O:14])#[N:2]. The yield is 0.326. (2) The reactants are [CH:1]1([C:6]2[CH:7]=[CH:8][C:9]3[O:13][C:12](B(O)O)=[CH:11][C:10]=3[CH:17]=2)[CH2:5][CH2:4][CH2:3][CH2:2]1.FC(F)(F)S(O[C:24]1[CH:25]=[C:26]2[C:31](=[CH:32][CH:33]=1)[CH2:30][N:29]([CH2:34][CH2:35][C:36]([O:38][C:39]([CH3:42])([CH3:41])[CH3:40])=[O:37])[CH2:28][CH2:27]2)(=O)=O.C(N(CC)CC)C. The catalyst is C(O)C.C1C=CC(P(C2C=CC=CC=2)C2C=CC=CC=2)=CC=1.C1C=CC(P(C2C=CC=CC=2)C2C=CC=CC=2)=CC=1.Cl[Pd]Cl. The product is [CH:1]1([C:6]2[CH:7]=[CH:8][C:9]3[O:13][C:12]([C:24]4[CH:25]=[C:26]5[C:31](=[CH:32][CH:33]=4)[CH2:30][N:29]([CH2:34][CH2:35][C:36]([O:38][C:39]([CH3:42])([CH3:41])[CH3:40])=[O:37])[CH2:28][CH2:27]5)=[CH:11][C:10]=3[CH:17]=2)[CH2:5][CH2:4][CH2:3][CH2:2]1. The yield is 0.340. (3) The reactants are C([N:4]1[CH2:9][CH2:8][N:7]([CH2:10][CH2:11][O:12][C:13]2[CH:18]=[CH:17][C:16]([N:19]3[CH2:24][CH2:23][N:22]([C:25]4[CH2:26][CH2:27][C:28]5[N:29]([C:31]([C:34]([F:37])([F:36])[F:35])=[N:32][N:33]=5)[N:30]=4)[CH2:21][CH2:20]3)=[CH:15][CH:14]=2)[CH2:6][CH2:5]1)(=O)C.[CH3:38][S:39](Cl)(=[O:41])=[O:40]. No catalyst specified. The product is [CH3:38][S:39]([N:4]1[CH2:5][CH2:6][N:7]([CH2:10][CH2:11][O:12][C:13]2[CH:14]=[CH:15][C:16]([N:19]3[CH2:20][CH2:21][N:22]([C:25]4[CH2:26][CH2:27][C:28]5[N:29]([C:31]([C:34]([F:35])([F:36])[F:37])=[N:32][N:33]=5)[N:30]=4)[CH2:23][CH2:24]3)=[CH:17][CH:18]=2)[CH2:8][CH2:9]1)(=[O:41])=[O:40]. The yield is 0.750. (4) The reactants are NC1(C2C=CC(C3OC4C=CC(C(N)=O)=CC=4C=3C3C=CC=CC=3)=CC=2)CCC1.C(OC([NH:37][C:38]1([C:49]2[CH:54]=[CH:53][C:52]([C:55]3[O:56][C:57]4[C:69]([C:70]#[N:71])=[CH:68][CH:67]=[CH:66][C:58]=4[C:59]=3[C:60]3[CH:65]=[CH:64][CH:63]=[CH:62][CH:61]=3)=[CH:51][CH:50]=2)[CH2:41][N:40](C(OC(C)(C)C)=O)[CH2:39]1)=O)(C)(C)C. No catalyst specified. The product is [NH2:37][C:38]1([C:49]2[CH:50]=[CH:51][C:52]([C:55]3[O:56][C:57]4[C:69]([C:70]#[N:71])=[CH:68][CH:67]=[CH:66][C:58]=4[C:59]=3[C:60]3[CH:65]=[CH:64][CH:63]=[CH:62][CH:61]=3)=[CH:53][CH:54]=2)[CH2:41][NH:40][CH2:39]1. The yield is 0.670.